From a dataset of Reaction yield outcomes from USPTO patents with 853,638 reactions. Predict the reaction yield, written as a fraction of the theoretical maximum amount of product (1.0 means a 100% yield; for example, 0.34 means a 34% yield). (1) The reactants are [C:1]([C:3]1[CH:8]=[CH:7][C:6]([S:9]([C:12]2[CH:17]=[CH:16][CH:15]=[CH:14][CH:13]=2)(=[O:11])=[O:10])=[CH:5][CH:4]=1)#[CH:2].I[C:19]1[CH:24]=[CH:23][CH:22]=[CH:21][CH:20]=1.C(N(CC)CC)C.O. The catalyst is C1(C)C=CC=CC=1.[Cu]I.Cl[Pd](Cl)([P](C1C=CC=CC=1)(C1C=CC=CC=1)C1C=CC=CC=1)[P](C1C=CC=CC=1)(C1C=CC=CC=1)C1C=CC=CC=1. The product is [C:19]1([C:2]#[C:1][C:3]2[CH:4]=[CH:5][C:6]([S:9]([C:12]3[CH:17]=[CH:16][CH:15]=[CH:14][CH:13]=3)(=[O:10])=[O:11])=[CH:7][CH:8]=2)[CH:24]=[CH:23][CH:22]=[CH:21][CH:20]=1. The yield is 0.280. (2) The reactants are [NH2:1][C:2]1[CH:7]=[CH:6][C:5]([C:8]2[CH:13]=[CH:12][C:11](C(=O)CC(C)(C)C(OC)=O)=[CH:10][CH:9]=2)=[CH:4][CH:3]=1.[CH3:24][C:25]1[CH:37]=[CH:36][C:28]2[N:29]=[C:30](S(C)(=O)=O)[O:31][C:27]=2[CH:26]=1.[OH-:38].[Na+].Cl.[CH3:41][OH:42]. The catalyst is ClC(Cl)C. The product is [CH3:24][C:25]([CH3:37])([CH2:26][C:27]([C:13]1[CH:12]=[CH:11][CH:10]=[CH:9][C:8]=1[C:5]1[CH:4]=[CH:3][C:2]([NH:1][C:30]2[O:31][C:27]3[CH:26]=[C:25]([CH3:24])[CH:37]=[CH:36][C:28]=3[N:29]=2)=[CH:7][CH:6]=1)=[O:31])[C:41]([OH:42])=[O:38]. The yield is 0.321. (3) The reactants are C([O:5]O)(C)(C)C.[F:7][C:8]([F:20])([F:19])[C:9]1[CH:14]=[CH:13][C:12](/[CH:15]=[CH:16]/[CH2:17][OH:18])=[CH:11][CH:10]=1.[Na+].[Cl-].[OH-].[Na+]. The catalyst is C(Cl)Cl.O.CC(C)[O-].CC(C)[O-].CC(C)[O-].CC(C)[O-].[Ti+4].C(C(C(C(OC(C)C)=O)O)O)(OC(C)C)=O.CCOCC. The product is [F:7][C:8]([F:19])([F:20])[C:9]1[CH:10]=[CH:11][C:12]([C@@H:15]2[O:5][C@H:16]2[CH2:17][OH:18])=[CH:13][CH:14]=1. The yield is 0.900.